This data is from Catalyst prediction with 721,799 reactions and 888 catalyst types from USPTO. The task is: Predict which catalyst facilitates the given reaction. (1) Reactant: [N:1]1([C:10]([O:12][C:13]([CH3:16])([CH3:15])[CH3:14])=[O:11])[CH2:6][CH2:5][CH2:4][C@@H:3]2[CH2:7][NH:8][CH2:9][C@H:2]12.CCN(C(C)C)C(C)C.[NH2:26][C:27]1[N:32]=[C:31](Cl)[CH:30]=[C:29]([Cl:34])[N:28]=1. Product: [NH2:26][C:27]1[N:32]=[C:31]([N:8]2[CH2:7][C@@H:3]3[C@@H:2]([N:1]([C:10]([O:12][C:13]([CH3:16])([CH3:15])[CH3:14])=[O:11])[CH2:6][CH2:5][CH2:4]3)[CH2:9]2)[CH:30]=[C:29]([Cl:34])[N:28]=1. The catalyst class is: 88. (2) Reactant: [Br:1][C:2]1[CH:3]=[N:4][N:5]([C:7]2([CH2:18][CH2:19][OH:20])[CH2:10][N:9]([C:11]([O:13][C:14]([CH3:17])([CH3:16])[CH3:15])=[O:12])[CH2:8]2)[CH:6]=1.C(N(CC)CC)C.[CH3:28][S:29](O[S:29]([CH3:28])(=[O:31])=[O:30])(=[O:31])=[O:30]. Product: [Br:1][C:2]1[CH:3]=[N:4][N:5]([C:7]2([CH2:18][CH2:19][O:20][S:29]([CH3:28])(=[O:31])=[O:30])[CH2:10][N:9]([C:11]([O:13][C:14]([CH3:15])([CH3:16])[CH3:17])=[O:12])[CH2:8]2)[CH:6]=1. The catalyst class is: 2. (3) Reactant: [S:1]1[C:5]2[CH2:6][CH2:7][CH2:8][C:9](=[O:10])[C:4]=2[CH:3]=[CH:2]1.C(B(CC)CC)C.I[CH2:19][CH2:20][CH3:21].[OH-].[Na+].OO. The catalyst class is: 7. Product: [CH2:19]([CH:8]1[C:9](=[O:10])[C:4]2[CH:3]=[CH:2][S:1][C:5]=2[CH2:6][CH2:7]1)[CH2:20][CH3:21].